From a dataset of Catalyst prediction with 721,799 reactions and 888 catalyst types from USPTO. Predict which catalyst facilitates the given reaction. (1) Reactant: [Br:1][C:2]1[CH:7]=[CH:6][C:5]([NH:8][C:9]2[C:14]([C:15]([O:17][CH3:18])=[O:16])=[CH:13][N:12]=[C:11](Cl)[C:10]=2[Cl:20])=[C:4]([Cl:21])[CH:3]=1.[N-:22]=[N+:23]=[N-:24].[Na+]. Product: [N:22]([C:11]1[C:10]([Cl:20])=[C:9]([NH:8][C:5]2[CH:6]=[CH:7][C:2]([Br:1])=[CH:3][C:4]=2[Cl:21])[C:14]([C:15]([O:17][CH3:18])=[O:16])=[CH:13][N:12]=1)=[N+:23]=[N-:24]. The catalyst class is: 18. (2) Reactant: C(=O)([O-])[O-].[Na+].[Na+].[ClH:7].[N:8]12[CH2:15][CH2:14][CH:11]([CH2:12][CH2:13]1)[C@H:10]([NH:16][C:17]([C:19]1[S:20][C:21]3[C:27](Br)=[CH:26][CH:25]=[CH:24][C:22]=3[CH:23]=1)=[O:18])[CH2:9]2.[C:29]([NH:32][C:33]1[CH:34]=[C:35](B(O)O)[CH:36]=[CH:37][CH:38]=1)(=[O:31])[CH3:30].[OH-].[Na+]. Product: [ClH:7].[C:29]([NH:32][C:33]1[CH:38]=[C:37]([C:27]2[C:21]3[S:20][C:19]([C:17]([NH:16][C@H:10]4[CH:11]5[CH2:14][CH2:15][N:8]([CH2:13][CH2:12]5)[CH2:9]4)=[O:18])=[CH:23][C:22]=3[CH:24]=[CH:25][CH:26]=2)[CH:36]=[CH:35][CH:34]=1)(=[O:31])[CH3:30]. The catalyst class is: 151. (3) Reactant: C([O:8][C:9]1[CH:34]=[N:33][C:12]2[N:13]=[C:14]([N:20]3[CH2:23][CH:22]([N:24]([CH3:32])[C:25](=[O:31])[O:26][C:27]([CH3:30])([CH3:29])[CH3:28])[CH2:21]3)[C:15]3[N:16]([CH:17]=[N:18][N:19]=3)[C:11]=2[CH:10]=1)C1C=CC=CC=1.[H][H]. Product: [OH:8][C:9]1[CH:34]=[N:33][C:12]2[N:13]=[C:14]([N:20]3[CH2:23][CH:22]([N:24]([CH3:32])[C:25](=[O:31])[O:26][C:27]([CH3:29])([CH3:30])[CH3:28])[CH2:21]3)[C:15]3[N:16]([CH:17]=[N:18][N:19]=3)[C:11]=2[CH:10]=1. The catalyst class is: 19. (4) Reactant: Br[C:2]1[CH:3]=[C:4]([F:12])[CH:5]=[C:6]([C:8]([F:11])([F:10])[F:9])[CH:7]=1.CCCCCC.C([Li])CCC.C(OC([N:31]1[CH2:36][CH2:35][C:34](=[O:37])[CH2:33][CH2:32]1)=O)(C)(C)C.[OH-].[Na+]. Product: [F:12][C:4]1[CH:3]=[C:2]([C:34]2([OH:37])[CH2:35][CH2:36][NH:31][CH2:32][CH2:33]2)[CH:7]=[C:6]([C:8]([F:11])([F:10])[F:9])[CH:5]=1. The catalyst class is: 280. (5) Reactant: [F:1][C:2]1[CH:3]=[C:4]([C:14]2[NH:23][C:22](=[O:24])[C:21]3[C:16](=[CH:17][C:18]([O:27][CH3:28])=[C:19]([O:25]C)[CH:20]=3)[N:15]=2)[CH:5]=[CH:6][C:7]=1[C:8]1[CH:13]=[CH:12][CH:11]=[CH:10][CH:9]=1.N[C@H](C(O)=O)CCSC. Product: [F:1][C:2]1[CH:3]=[C:4]([C:14]2[NH:23][C:22](=[O:24])[C:21]3[C:16](=[CH:17][C:18]([O:27][CH3:28])=[C:19]([OH:25])[CH:20]=3)[N:15]=2)[CH:5]=[CH:6][C:7]=1[C:8]1[CH:9]=[CH:10][CH:11]=[CH:12][CH:13]=1. The catalyst class is: 501. (6) Reactant: [Cl:1][C:2]1[C:7]([C:8]([O:10]CC)=[O:9])=[CH:6][N:5]=[C:4]2[CH:13]=[CH:14][S:15][C:3]=12.Cl. Product: [Cl:1][C:2]1[C:7]([C:8]([OH:10])=[O:9])=[CH:6][N:5]=[C:4]2[CH:13]=[CH:14][S:15][C:3]=12. The catalyst class is: 494.